From a dataset of Peptide-MHC class I binding affinity with 185,985 pairs from IEDB/IMGT. Regression. Given a peptide amino acid sequence and an MHC pseudo amino acid sequence, predict their binding affinity value. This is MHC class I binding data. (1) The peptide sequence is NYSKYWYLNH. The MHC is HLA-A11:01 with pseudo-sequence HLA-A11:01. The binding affinity (normalized) is 0.0764. (2) The peptide sequence is EEDLPVTWR. The MHC is HLA-B58:01 with pseudo-sequence HLA-B58:01. The binding affinity (normalized) is 0.0847. (3) The MHC is HLA-A02:02 with pseudo-sequence HLA-A02:02. The binding affinity (normalized) is 0.794. The peptide sequence is YLNTPGLPV.